This data is from Forward reaction prediction with 1.9M reactions from USPTO patents (1976-2016). The task is: Predict the product of the given reaction. (1) Given the reactants [CH3:1][O:2][CH:3]1[CH2:6][N:5]([CH2:7][C:8]2[CH:9]=[CH:10][C:11]([NH2:14])=[N:12][CH:13]=2)[CH2:4]1.Br[C:16]1[C:17](=[O:24])[N:18]([CH3:23])[N:19]=[C:20]([Cl:22])[CH:21]=1.CC1(C)C2C(=C(P(C3C=CC=CC=3)C3C=CC=CC=3)C=CC=2)OC2C(P(C3C=CC=CC=3)C3C=CC=CC=3)=CC=CC1=2.C(=O)([O-])[O-].[Cs+].[Cs+], predict the reaction product. The product is: [Cl:22][C:20]1[CH:21]=[C:16]([NH:14][C:11]2[CH:10]=[CH:9][C:8]([CH2:7][N:5]3[CH2:6][CH:3]([O:2][CH3:1])[CH2:4]3)=[CH:13][N:12]=2)[C:17](=[O:24])[N:18]([CH3:23])[N:19]=1. (2) Given the reactants [NH2:1][C:2]1[CH:3]=[C:4]([CH:8]=[CH:9][CH:10]=1)[CH2:5][CH2:6][OH:7].[CH3:11][S:12](Cl)(=[O:14])=[O:13], predict the reaction product. The product is: [CH3:11][S:12]([O:7][CH2:6][CH2:5][C:4]1[CH:8]=[CH:9][CH:10]=[C:2]([NH:1][S:12]([CH3:11])(=[O:14])=[O:13])[CH:3]=1)(=[O:14])=[O:13].